From a dataset of Catalyst prediction with 721,799 reactions and 888 catalyst types from USPTO. Predict which catalyst facilitates the given reaction. (1) Reactant: [Br:1][C:2]1[CH:3]=[C:4]([CH:24]=[CH:25][CH:26]=1)[CH2:5][C:6]([CH2:16][C:17]1[CH:22]=[CH:21][CH:20]=[C:19]([Br:23])[CH:18]=1)([CH2:8][C:9]1[CH:14]=[CH:13][CH:12]=[C:11]([Br:15])[CH:10]=1)Br. Product: [Br:1][C:2]1[CH:3]=[C:4]([CH:24]=[CH:25][CH:26]=1)[CH2:5][CH:6]([CH2:8][C:9]1[CH:14]=[CH:13][CH:12]=[C:11]([Br:15])[CH:10]=1)[CH2:16][C:17]1[CH:22]=[CH:21][CH:20]=[C:19]([Br:23])[CH:18]=1. The catalyst class is: 183. (2) Reactant: [CH2:1]([NH:3][C:4]([NH:6][C:7]1[S:8][C:9]2[CH:15]=[CH:14][C:13]([OH:16])=[CH:12][C:10]=2[N:11]=1)=[O:5])[CH3:2].CCN(C(C)C)C(C)C.C1C=CC(N([S:33]([C:36]([F:39])([F:38])[F:37])(=[O:35])=[O:34])[S:33]([C:36]([F:39])([F:38])[F:37])(=[O:35])=[O:34])=CC=1. Product: [F:37][C:36]([F:39])([F:38])[S:33]([O:16][C:13]1[CH:14]=[CH:15][C:9]2[S:8][C:7]([NH:6][C:4]([NH:3][CH2:1][CH3:2])=[O:5])=[N:11][C:10]=2[CH:12]=1)(=[O:35])=[O:34]. The catalyst class is: 3. (3) Product: [CH:24]([C:21]1[CH:20]=[CH:19][C:18]([CH:14]2[C:13]3[C:12]([CH3:27])=[C:11]([CH3:28])[C:10]([CH3:29])=[C:9]([NH2:8])[C:17]=3[O:16][CH2:15]2)=[CH:23][CH:22]=1)([CH3:26])[CH3:25]. The catalyst class is: 195. Reactant: C([NH:8][C:9]1[C:17]2[O:16][CH2:15][CH:14]([C:18]3[CH:23]=[CH:22][C:21]([CH:24]([CH3:26])[CH3:25])=[CH:20][CH:19]=3)[C:13]=2[C:12]([CH3:27])=[C:11]([CH3:28])[C:10]=1[CH3:29])C1C=CC=CC=1. (4) Reactant: C(=O)([O-])[O-].[K+].[K+].[I-].[K+].Br[CH2:10][CH2:11][CH2:12][C:13]#[N:14].Cl.[CH3:16][C:17]1[C:24]2[O:23][N:22]=[C:21]([CH:25]3[CH2:30][CH2:29][NH:28][CH2:27][CH2:26]3)[C:20]=2[S:19][CH:18]=1. Product: [CH3:16][C:17]1[C:24]2[O:23][N:22]=[C:21]([CH:25]3[CH2:30][CH2:29][N:28]([CH2:10][CH2:11][CH2:12][C:13]#[N:14])[CH2:27][CH2:26]3)[C:20]=2[S:19][CH:18]=1. The catalyst class is: 47. (5) Reactant: [Cl:1][C:2]1[C:7]([OH:8])=[CH:6][CH:5]=[CH:4][N:3]=1.[N+:9]([O-])([OH:11])=[O:10]. Product: [Cl:1][C:2]1[C:7]([OH:8])=[C:6]([N+:9]([O-:11])=[O:10])[CH:5]=[CH:4][N:3]=1. The catalyst class is: 445. (6) Reactant: [Cl:1][C:2]1[N:7]=[C:6](Cl)[CH:5]=[CH:4][N:3]=1.[NH2:9][C:10]1[CH:19]=[CH:18][CH:17]=[CH:16][C:11]=1[C:12]([O:14][CH3:15])=[O:13].N1C(C)=CC=CC=1C. Product: [CH3:18][CH2:19][CH2:10][CH:11]([CH3:16])[CH3:12].[Cl:1][C:2]1[N:7]=[C:6]([NH:9][C:10]2[CH:19]=[CH:18][CH:17]=[CH:16][C:11]=2[C:12]([O:14][CH3:15])=[O:13])[CH:5]=[CH:4][N:3]=1. The catalyst class is: 51. (7) Reactant: [CH2:1]([O:8][C:9]1[C:16]([O:17][CH3:18])=[CH:15][C:12]([CH:13]=[O:14])=[C:11]([OH:19])[CH:10]=1)[C:2]1[CH:7]=[CH:6][CH:5]=[CH:4][CH:3]=1.Br[CH2:21][C:22]([O:24][CH2:25][CH3:26])=[O:23].N12CCCN=C1CCCCC2.O. Product: [CH2:25]([O:24][C:22](=[O:23])[CH2:21][O:19][C:11]1[CH:10]=[C:9]([O:8][CH2:1][C:2]2[CH:3]=[CH:4][CH:5]=[CH:6][CH:7]=2)[C:16]([O:17][CH3:18])=[CH:15][C:12]=1[CH:13]=[O:14])[CH3:26]. The catalyst class is: 9. (8) The catalyst class is: 6. Product: [CH3:3][O:4][C:5]1[CH:15]=[CH:14][C:8]2[N:9]([CH2:13][CH2:19][C:20]([CH3:25])([N+:22]([O-:24])=[O:23])[CH3:21])[C:10](=[O:12])[N:11]([CH3:26])[C:7]=2[CH:6]=1. Reactant: [H-].[Na+].[CH3:3][O:4][C:5]1[CH:15]=[CH:14][C:8]2[N:9]([CH3:13])[C:10](=[O:12])[NH:11][C:7]=2[CH:6]=1.ICC[CH2:19][C:20]([CH3:25])([N+:22]([O-:24])=[O:23])[CH3:21].[CH3:26]N(C=O)C.